From a dataset of Peptide-MHC class I binding affinity with 185,985 pairs from IEDB/IMGT. Regression. Given a peptide amino acid sequence and an MHC pseudo amino acid sequence, predict their binding affinity value. This is MHC class I binding data. The peptide sequence is ADFKLFFRW. The MHC is HLA-B40:01 with pseudo-sequence HLA-B40:01. The binding affinity (normalized) is 0.0847.